Dataset: Forward reaction prediction with 1.9M reactions from USPTO patents (1976-2016). Task: Predict the product of the given reaction. (1) Given the reactants [CH3:1][C:2]1[N:6]2[CH2:7][CH2:8][N:9]=[C:10]([C:11](OCC)=[O:12])[C:5]2=[CH:4][CH:3]=1.[H-].[H-].[H-].[H-].[Li+].[Al+3], predict the reaction product. The product is: [CH3:1][C:2]1[N:6]2[CH2:7][CH2:8][NH:9][CH:10]([CH2:11][OH:12])[C:5]2=[CH:4][CH:3]=1. (2) Given the reactants [CH2:1]([N:8]1[CH2:13][C@H:12]([CH2:14][Cl:15])[C@H:11]2[O:16][C@@](OC)(C)[C@](OC)(C)[O:19][C@@H:10]2[CH2:9]1)[C:2]1[CH:7]=[CH:6][CH:5]=[CH:4][CH:3]=1.FC(F)(F)C(O)=O, predict the reaction product. The product is: [CH2:1]([N:8]1[CH2:13][C@H:12]([CH2:14][Cl:15])[C@@H:11]([OH:16])[C@H:10]([OH:19])[CH2:9]1)[C:2]1[CH:3]=[CH:4][CH:5]=[CH:6][CH:7]=1.